This data is from Retrosynthesis with 50K atom-mapped reactions and 10 reaction types from USPTO. The task is: Predict the reactants needed to synthesize the given product. Given the product CC(C)(C)OC(=O)N1CCN(c2ccccc2-c2ccc(Cn3ccc4cc(F)ccc43)cc2)CC1, predict the reactants needed to synthesize it. The reactants are: CC(C)(C)OC(=O)N1CCN(c2ccccc2-c2ccc(COS(C)(=O)=O)cc2)CC1.Fc1ccc2[nH]ccc2c1.